This data is from Forward reaction prediction with 1.9M reactions from USPTO patents (1976-2016). The task is: Predict the product of the given reaction. (1) Given the reactants [CH2:1]([C:5]1[CH:6]=[C:7]([CH2:10][CH2:11][C:12]([O:14]CC)=[O:13])[NH:8][CH:9]=1)[CH2:2][CH2:3]C.Cl.C[CH2:19][O:20]C(C)=O, predict the reaction product. The product is: [CH:19]([C:9]1[NH:8][C:7]([CH2:10][CH2:11][C:12]([OH:14])=[O:13])=[CH:6][C:5]=1[CH2:1][CH2:2][CH3:3])=[O:20]. (2) Given the reactants [CH2:1]([O:8][C:9]1[CH:10]=[C:11]2[C:16](=[CH:17][C:18]=1[O:19][CH3:20])[C:15]([C:21](=[O:30])[C:22]1[CH:27]=[CH:26][CH:25]=[C:24]([O:28][CH3:29])[CH:23]=1)=[N:14][CH:13]=[C:12]2[CH:31]=[O:32])[C:2]1[CH:7]=[CH:6][CH:5]=[CH:4][CH:3]=1.O.P([O-])(O)(O)=[O:35].[Na+].CC(=CC)C.Cl([O-])=O.[Na+], predict the reaction product. The product is: [CH2:1]([O:8][C:9]1[CH:10]=[C:11]2[C:16](=[CH:17][C:18]=1[O:19][CH3:20])[C:15]([C:21](=[O:30])[C:22]1[CH:27]=[CH:26][CH:25]=[C:24]([O:28][CH3:29])[CH:23]=1)=[N:14][CH:13]=[C:12]2[C:31]([OH:35])=[O:32])[C:2]1[CH:7]=[CH:6][CH:5]=[CH:4][CH:3]=1. (3) Given the reactants N1C=CN=C1CN1C(=O)COC2N=C(C3C=CC(C4(N)CCC4)=CC=3)C(C3C=CC=CC=3)=CC1=2.[CH3:35][N:36]1[CH2:41][C:40](=[O:42])[NH:39][C:38]2[CH:43]=[C:44]([C:65]3[CH:70]=[CH:69][CH:68]=[CH:67][CH:66]=3)[C:45]([C:47]3[CH:52]=[CH:51][C:50]([C:53]4([NH:57]C(=O)OC(C)(C)C)[CH2:56][CH2:55][CH2:54]4)=[CH:49][CH:48]=3)=[N:46][C:37]1=2, predict the reaction product. The product is: [NH2:57][C:53]1([C:50]2[CH:49]=[CH:48][C:47]([C:45]3[C:44]([C:65]4[CH:70]=[CH:69][CH:68]=[CH:67][CH:66]=4)=[CH:43][C:38]4[NH:39][C:40](=[O:42])[CH2:41][N:36]([CH3:35])[C:37]=4[N:46]=3)=[CH:52][CH:51]=2)[CH2:54][CH2:55][CH2:56]1. (4) Given the reactants B(O)O.[I-].[Cl:5][C:6]1[CH:11]=[C:10]([F:12])[CH:9]=[CH:8][C:7]=1[Zn+].Cl[C:15]1[C:24]2[C:19](=[CH:20][C:21]([F:25])=[CH:22][CH:23]=2)[N:18]=[C:17]([N:26]2[CH2:31][CH2:30][N:29]([CH3:32])[CH2:28][CH2:27]2)[N:16]=1, predict the reaction product. The product is: [Cl:5][C:6]1[CH:11]=[C:10]([F:12])[CH:9]=[CH:8][C:7]=1[C:15]1[C:24]2[C:19](=[CH:20][C:21]([F:25])=[CH:22][CH:23]=2)[N:18]=[C:17]([N:26]2[CH2:27][CH2:28][N:29]([CH3:32])[CH2:30][CH2:31]2)[N:16]=1. (5) Given the reactants [Cl:1][C:2]1[C:3]2[C:11]([C:12]#CC(C)=C)=[CH:10][N:9]([CH2:17][C:18]3[C:23]([CH3:24])=[C:22]([O:25][CH3:26])[C:21]([CH3:27])=[CH:20][N:19]=3)[C:4]=2[N:5]=[C:6]([NH2:8])[N:7]=1.CC[C@H]1[C@H]2C[C@H]([C@H](OC3C4C(=CC=CC=4)C(O[C@H](C4C=CN=C5C=4C=C(OC)C=C5)[C@@H]4N5C[C@H](CC)[C@@H](CC5)C4)=NN=3)C3C=CN=C4C=3C=C([O:49]C)C=C4)N(CC2)C1.[CH3:86][C:87]([OH:90])([CH3:89])[CH3:88].O, predict the reaction product. The product is: [NH2:8][C:6]1[N:7]=[C:2]([Cl:1])[C:3]2[C:11]([C:12]#[C:86][C@:87]([CH3:89])([OH:90])[CH2:88][OH:49])=[CH:10][N:9]([CH2:17][C:18]3[C:23]([CH3:24])=[C:22]([O:25][CH3:26])[C:21]([CH3:27])=[CH:20][N:19]=3)[C:4]=2[N:5]=1. (6) Given the reactants [NH2:1][C:2]1[CH:3]=[N:4][CH:5]=[CH:6][CH:7]=1.N1C=CC=CC=1.Cl[C:15]([O:17][C:18]1[CH:23]=[CH:22][CH:21]=[CH:20][CH:19]=1)=[O:16], predict the reaction product. The product is: [N:4]1[CH:5]=[CH:6][CH:7]=[C:2]([NH:1][C:15](=[O:16])[O:17][C:18]2[CH:23]=[CH:22][CH:21]=[CH:20][CH:19]=2)[CH:3]=1.